The task is: Binary Classification. Given a T-cell receptor sequence (or CDR3 region) and an epitope sequence, predict whether binding occurs between them.. This data is from TCR-epitope binding with 47,182 pairs between 192 epitopes and 23,139 TCRs. (1) The epitope is HTTDPSFLGRY. The TCR CDR3 sequence is CSVEDRSTYEQYF. Result: 1 (the TCR binds to the epitope). (2) The epitope is GTITVEELK. The TCR CDR3 sequence is CASSPSRGQETQYF. Result: 1 (the TCR binds to the epitope). (3) The epitope is TTLPVNVAF. The TCR CDR3 sequence is CASSLVGTAYNNEQFF. Result: 0 (the TCR does not bind to the epitope). (4) The epitope is LLLGIGILV. The TCR CDR3 sequence is CASSYSSLGYEQYF. Result: 1 (the TCR binds to the epitope). (5) The epitope is FLPRVFSAV. The TCR CDR3 sequence is CASIRGGEQYF. Result: 0 (the TCR does not bind to the epitope).